Dataset: Reaction yield outcomes from USPTO patents with 853,638 reactions. Task: Predict the reaction yield, written as a fraction of the theoretical maximum amount of product (1.0 means a 100% yield; for example, 0.34 means a 34% yield). The yield is 0.990. The reactants are C([O:3][CH:4](OCC)[C:5]1[CH:10]=[CH:9][C:8]([CH2:11][N:12]([CH3:14])[CH3:13])=[CH:7][CH:6]=1)C.Cl.CO. The product is [CH3:14][N:12]([CH2:11][C:8]1[CH:7]=[CH:6][C:5]([CH:4]=[O:3])=[CH:10][CH:9]=1)[CH3:13]. The catalyst is CO.